From a dataset of Peptide-MHC class II binding affinity with 134,281 pairs from IEDB. Regression. Given a peptide amino acid sequence and an MHC pseudo amino acid sequence, predict their binding affinity value. This is MHC class II binding data. (1) The peptide sequence is GKVDTGVAVSRGTAK. The MHC is HLA-DQA10601-DQB10402 with pseudo-sequence HLA-DQA10601-DQB10402. The binding affinity (normalized) is 0.309. (2) The peptide sequence is DQEVPEKPDSVTPMIL. The MHC is DRB1_0101 with pseudo-sequence DRB1_0101. The binding affinity (normalized) is 0. (3) The peptide sequence is HSLLDEGKQSLTKLA. The MHC is HLA-DPA10201-DPB10501 with pseudo-sequence HLA-DPA10201-DPB10501. The binding affinity (normalized) is 0.446. (4) The peptide sequence is KEDFLRCLVKEIPPR. The MHC is DRB1_0802 with pseudo-sequence DRB1_0802. The binding affinity (normalized) is 0.235. (5) The peptide sequence is KYSYYPEDPVKLASI. The MHC is HLA-DQA10303-DQB10402 with pseudo-sequence HLA-DQA10303-DQB10402. The binding affinity (normalized) is 0.